From a dataset of Full USPTO retrosynthesis dataset with 1.9M reactions from patents (1976-2016). Predict the reactants needed to synthesize the given product. (1) Given the product [OH:3][C:2]([C:4]([F:7])([F:6])[F:5])=[O:1].[NH2:38][C:23]1[N:22]=[CH:21][C:20]([C:17]2[CH:18]=[CH:19][C:14]3[N:15]([CH:39]=[C:12]([NH:11][C:8](=[O:10])[CH3:9])[N:13]=3)[CH:16]=2)=[N:25][C:24]=1[O:26][CH:27]1[CH2:30][NH:29][CH2:28]1, predict the reactants needed to synthesize it. The reactants are: [OH:1][C:2]([C:4]([F:7])([F:6])[F:5])=[O:3].[C:8]([NH:11][C:12]1[N:13]=[C:14]2[CH:19]=[CH:18][C:17]([C:20]3[N:25]=[C:24]([O:26][CH:27]4[CH2:30][N:29](C(OC(C)(C)C)=O)[CH2:28]4)[C:23]([NH2:38])=[N:22][CH:21]=3)=[CH:16][N:15]2[CH:39]=1)(=[O:10])[CH3:9].FC(F)(F)C(O)=O. (2) Given the product [CH:20]12[CH2:19][CH:10]3[CH2:9][CH:8]([CH2:13][CH:12]([CH2:11]3)[CH:28]1[NH:26][C:16]([C:11]13[CH2:10][CH2:9][C:8]([CH2:7][CH2:6][S:3]([CH2:1][CH3:2])(=[O:5])=[O:4])([CH2:15][CH2:14]1)[CH2:13][CH2:12]3)=[O:18])[CH2:7]2, predict the reactants needed to synthesize it. The reactants are: [CH2:1]([S:3]([CH2:6][CH2:7][C:8]12[CH2:15][CH2:14][C:11]([C:16]([OH:18])=O)([CH2:12][CH2:13]1)[CH2:10][CH2:9]2)(=[O:5])=[O:4])[CH3:2].[C:19](Cl)(=O)[C:20](Cl)=O.C[N:26]([CH:28]=O)C. (3) Given the product [CH2:17]([O:20][NH:21][C:2]1[N:7]=[C:6]([NH:8][CH2:9][CH2:10][CH3:11])[N:5]=[C:4]([NH:12][CH2:13][CH2:14][CH3:15])[N:3]=1)[CH:18]=[CH2:19], predict the reactants needed to synthesize it. The reactants are: Cl[C:2]1[N:7]=[C:6]([NH:8][CH2:9][CH2:10][CH3:11])[N:5]=[C:4]([NH:12][CH2:13][CH2:14][CH3:15])[N:3]=1.Cl.[CH2:17]([O:20][NH2:21])[CH:18]=[CH2:19].[OH-].[Na+]. (4) Given the product [CH:1]([C:4]1[O:8][N:7]=[C:6]([N:9]2[CH2:14][CH2:13][N:12]([C:17]3[N:18]=[CH:19][C:20]([O:23][CH2:24][C:25]4[C:30]([C:31]#[N:32])=[CH:29][N:28]=[CH:27][CH:26]=4)=[CH:21][N:22]=3)[C@H:11]([CH3:15])[CH2:10]2)[N:5]=1)([CH3:3])[CH3:2], predict the reactants needed to synthesize it. The reactants are: [CH:1]([C:4]1[O:8][N:7]=[C:6]([N:9]2[CH2:14][CH2:13][NH:12][C@H:11]([CH3:15])[CH2:10]2)[N:5]=1)([CH3:3])[CH3:2].Cl[C:17]1[N:22]=[CH:21][C:20]([O:23][CH2:24][C:25]2[C:30]([C:31]#[N:32])=[CH:29][N:28]=[CH:27][CH:26]=2)=[CH:19][N:18]=1.C(N(CC)C(C)C)(C)C. (5) The reactants are: [O:1]1[CH2:6][CH2:5][CH:4]([CH2:7][OH:8])[CH2:3][CH2:2]1.[Li]CCCC.[N+:14]([C:17]1[CH:24]=[CH:23][CH:22]=[C:21]([N+]([O-])=O)[C:18]=1[C:19]#[N:20])([O-:16])=[O:15]. Given the product [N+:14]([C:17]1[CH:24]=[CH:23][CH:22]=[C:21]([O:8][CH2:7][CH:4]2[CH2:5][CH2:6][O:1][CH2:2][CH2:3]2)[C:18]=1[C:19]#[N:20])([O-:16])=[O:15], predict the reactants needed to synthesize it. (6) Given the product [NH2:1][CH2:4][CH2:5][CH2:6][CH2:7][CH2:8][CH2:9][CH2:10][CH2:11][CH2:12][CH2:13][CH2:14][CH2:15][CH2:16][CH2:17][CH2:18][C:19]([O:21][CH2:22][CH3:23])=[O:20], predict the reactants needed to synthesize it. The reactants are: [N:1]([CH2:4][CH2:5][CH2:6][CH2:7][CH2:8][CH2:9][CH2:10][CH2:11][CH2:12][CH2:13][CH2:14][CH2:15][CH2:16][CH2:17][CH2:18][C:19]([O:21][CH2:22][CH3:23])=[O:20])=[N+]=[N-].C1(P(C2C=CC=CC=2)C2C=CC=CC=2)C=CC=CC=1.O.